Dataset: HIV replication inhibition screening data with 41,000+ compounds from the AIDS Antiviral Screen. Task: Binary Classification. Given a drug SMILES string, predict its activity (active/inactive) in a high-throughput screening assay against a specified biological target. (1) The molecule is CCCCCCCC(=O)OC1C2C(CC1(C)C)C(=O)C13OC1C(=O)C1(CO1)C23C. The result is 0 (inactive). (2) The compound is Cn1c([N+](=O)[O-])cnc1N1CCN(c2nncs2)C1=O. The result is 0 (inactive). (3) The compound is c1ccc2c(c1)CCN2CCc1c[nH]c2ccccc12. The result is 0 (inactive). (4) The result is 0 (inactive). The molecule is O=C1CC2c3c(OCc4ccccc4)cc(OCc4ccccc4)cc3OC2O1.